From a dataset of NCI-60 drug combinations with 297,098 pairs across 59 cell lines. Regression. Given two drug SMILES strings and cell line genomic features, predict the synergy score measuring deviation from expected non-interaction effect. (1) Drug 1: CCCS(=O)(=O)NC1=C(C(=C(C=C1)F)C(=O)C2=CNC3=C2C=C(C=N3)C4=CC=C(C=C4)Cl)F. Drug 2: C1CCN(CC1)CCOC2=CC=C(C=C2)C(=O)C3=C(SC4=C3C=CC(=C4)O)C5=CC=C(C=C5)O. Cell line: HCT116. Synergy scores: CSS=-1.46, Synergy_ZIP=3.90, Synergy_Bliss=5.52, Synergy_Loewe=1.94, Synergy_HSA=1.72. (2) Drug 1: CCCS(=O)(=O)NC1=C(C(=C(C=C1)F)C(=O)C2=CNC3=C2C=C(C=N3)C4=CC=C(C=C4)Cl)F. Drug 2: COC1=CC(=CC(=C1O)OC)C2C3C(COC3=O)C(C4=CC5=C(C=C24)OCO5)OC6C(C(C7C(O6)COC(O7)C8=CC=CS8)O)O. Cell line: HS 578T. Synergy scores: CSS=26.2, Synergy_ZIP=6.26, Synergy_Bliss=8.96, Synergy_Loewe=-9.56, Synergy_HSA=3.75. (3) Cell line: HOP-62. Drug 2: C1C(C(OC1N2C=NC3=C(N=C(N=C32)Cl)N)CO)O. Drug 1: C1=C(C(=O)NC(=O)N1)F. Synergy scores: CSS=30.4, Synergy_ZIP=-13.1, Synergy_Bliss=-10.8, Synergy_Loewe=-9.31, Synergy_HSA=-9.27.